From a dataset of Catalyst prediction with 721,799 reactions and 888 catalyst types from USPTO. Predict which catalyst facilitates the given reaction. (1) Reactant: O[NH:2][C:3]([C:5]1[O:6][C:7]([C:10]2[CH:15]=[CH:14][C:13]([C:16]3[CH:21]=[CH:20][C:19]([C:22](=[NH:25])[NH:23]O)=[CH:18][CH:17]=3)=[CH:12][CH:11]=2)=[CH:8][CH:9]=1)=[NH:4].[C:26]([O:29]C(=O)C)(=[O:28])[CH3:27]. Product: [C:26]([OH:29])(=[O:28])[CH3:27].[C:22]([C:19]1[CH:18]=[CH:17][C:16]([C:13]2[CH:14]=[CH:15][C:10]([C:7]3[O:6][C:5]([C:3]([NH2:4])=[NH:2])=[CH:9][CH:8]=3)=[CH:11][CH:12]=2)=[CH:21][CH:20]=1)(=[NH:23])[NH2:25]. The catalyst class is: 285. (2) Reactant: Cl[C:2]1[N:11]=[C:10]([NH:12][CH2:13][CH:14]([C:20]2[CH:25]=[CH:24][CH:23]=[CH:22][N:21]=2)[C:15]2[NH:16][CH:17]=[CH:18][CH:19]=2)[C:9]2[C:4](=[CH:5][CH:6]=[CH:7][CH:8]=2)[N:3]=1.[N:26]1[CH:27]=[CH:28][N:29]2[CH:34]=[C:33](B(O)O)[CH:32]=[CH:31][C:30]=12.C(NC1C2C(=CC=CC=2)N=C(C2SC3C=CC=CC=3C=2)N=1)(C1C=CC=CC=1)C1C=CC=CC=1. Product: [N:26]1[CH:27]=[CH:28][N:29]2[CH:34]=[C:33]([C:2]3[N:11]=[C:10]([NH:12][CH2:13][CH:14]([C:20]4[CH:25]=[CH:24][CH:23]=[CH:22][N:21]=4)[C:15]4[NH:16][CH:17]=[CH:18][CH:19]=4)[C:9]4[C:4](=[CH:5][CH:6]=[CH:7][CH:8]=4)[N:3]=3)[CH:32]=[CH:31][C:30]=12. The catalyst class is: 147. (3) Reactant: [CH3:1][O:2][C:3]1[CH:10]=[CH:9][C:6]([CH:7]=O)=[CH:5][C:4]=1[O:11][CH2:12][CH2:13][O:14][CH3:15].CC([O-])=O.[K+].[NH2:21]O.Cl.O. Product: [CH3:1][O:2][C:3]1[CH:10]=[CH:9][C:6]([C:7]#[N:21])=[CH:5][C:4]=1[O:11][CH2:12][CH2:13][O:14][CH3:15]. The catalyst class is: 52. (4) Reactant: C(Cl)(=O)C([Cl:4])=O.[Cl:7][C:8]1[CH:13]=[CH:12][C:11]([S:14][C:15]2[C:16]([C:26]3[CH:31]=[CH:30][C:29]([C:32](=O)[CH2:33][CH3:34])=[CH:28][CH:27]=3)=[N:17][N:18]([C:20]3[CH:25]=[CH:24][CH:23]=[CH:22][CH:21]=3)[CH:19]=2)=[CH:10][CH:9]=1.O. Product: [Cl:7][C:8]1[CH:13]=[CH:12][C:11]([S:14][C:15]2[C:16]([C:26]3[CH:31]=[CH:30][C:29]([CH:32]([Cl:4])[CH2:33][CH3:34])=[CH:28][CH:27]=3)=[N:17][N:18]([C:20]3[CH:25]=[CH:24][CH:23]=[CH:22][CH:21]=3)[CH:19]=2)=[CH:10][CH:9]=1. The catalyst class is: 4. (5) Reactant: [C:1]([C:5]1[CH:15]=[CH:14][CH:13]=[CH:12][C:6]=1[O:7][CH:8]1[CH2:11][NH:10][CH2:9]1)([CH3:4])([CH3:3])[CH3:2].C(N(CC)CC)C.[CH3:23][C:24]1[O:28][N:27]=[C:26]([C:29](Cl)=[O:30])[CH:25]=1. Product: [C:1]([C:5]1[CH:15]=[CH:14][CH:13]=[CH:12][C:6]=1[O:7][CH:8]1[CH2:9][N:10]([C:29]([C:26]2[CH:25]=[C:24]([CH3:23])[O:28][N:27]=2)=[O:30])[CH2:11]1)([CH3:4])([CH3:2])[CH3:3]. The catalyst class is: 2. (6) Reactant: [C:1]([O:5][C:6](=[O:31])[NH:7][C:8]1[CH:13]=[CH:12][C:11]([CH2:14][CH2:15][C:16]2[N:17]=[C:18]([NH:27][C:28](=[O:30])[CH3:29])[S:19][C:20]=2[C:21](N(OC)C)=[O:22])=[CH:10][CH:9]=1)([CH3:4])([CH3:3])[CH3:2].[Al].[Li].C(C(C(C([O-])=O)O)O)([O-])=O.[Na+].[K+]. Product: [C:1]([O:5][C:6](=[O:31])[NH:7][C:8]1[CH:9]=[CH:10][C:11]([CH2:14][CH2:15][C:16]2[N:17]=[C:18]([NH:27][C:28](=[O:30])[CH3:29])[S:19][C:20]=2[CH:21]=[O:22])=[CH:12][CH:13]=1)([CH3:4])([CH3:2])[CH3:3]. The catalyst class is: 1. (7) Reactant: C[O:2][C:3]1[C:12]([C:13]([OH:15])=[O:14])=[C:11]2[C:6]([CH:7]=[CH:8][CH:9]=[N:10]2)=[CH:5][CH:4]=1. Product: [OH:2][C:3]1[C:12]([C:13]([OH:15])=[O:14])=[C:11]2[C:6]([CH:7]=[CH:8][CH:9]=[N:10]2)=[CH:5][CH:4]=1. The catalyst class is: 201.